This data is from M1 muscarinic receptor antagonist screen with 61,756 compounds. The task is: Binary Classification. Given a drug SMILES string, predict its activity (active/inactive) in a high-throughput screening assay against a specified biological target. (1) The compound is o1c2c(c3c(cc2)cccc3)c(CC(OCC(=O)NC(=O)c2n(ccc2)C)=O)c1. The result is 0 (inactive). (2) The drug is O=c1n(c(=O)n(c2ncn(c12)CC(=O)N)C)C. The result is 0 (inactive). (3) The drug is S(=O)(=O)(N1CCN(CC1)c1ncccc1)c1sccc1. The result is 0 (inactive). (4) The compound is o1c(c2nc(N)c(c(c3ccc(cc3)C)c2)C#N)ccc1C. The result is 0 (inactive). (5) The drug is Clc1ccc(N2CCN(S(=O)(=O)N(C)C)CC2)cc1. The result is 0 (inactive).